This data is from Reaction yield outcomes from USPTO patents with 853,638 reactions. The task is: Predict the reaction yield, written as a fraction of the theoretical maximum amount of product (1.0 means a 100% yield; for example, 0.34 means a 34% yield). The reactants are C([CH:3](O)[CH2:4][CH2:5][C:6]1[CH:11]=[CH:10][C:9]([O:12][CH2:13][CH2:14][CH2:15][CH2:16][C:17]#[CH:18])=[CH:8][CH:7]=1)C.N1C(C)=CC=CC=1C.FC(F)(F)S(OS(C(F)(F)F)(=O)=O)(=O)=O.[CH3:43][C:44]1[CH:49]=[CH:48][C:47]([S:50]([NH:53][C@@H:54]([C@H:61]([NH2:68])[C:62]2[CH:67]=[CH:66][CH:65]=[CH:64][CH:63]=2)[C:55]2[CH:60]=[CH:59][CH:58]=[CH:57][CH:56]=2)(=[O:52])=[O:51])=[CH:46][CH:45]=1.CCN(CC)CC. The catalyst is C(Cl)Cl. The product is [CH2:13]([O:12][C:9]1[CH:8]=[CH:7][C:6]([CH2:5][CH2:4][CH2:3][NH:68][C@H:61]([C:62]2[CH:63]=[CH:64][CH:65]=[CH:66][CH:67]=2)[C@H:54]([NH:53][S:50]([C:47]2[CH:46]=[CH:45][C:44]([CH3:43])=[CH:49][CH:48]=2)(=[O:52])=[O:51])[C:55]2[CH:56]=[CH:57][CH:58]=[CH:59][CH:60]=2)=[CH:11][CH:10]=1)[CH2:14][CH2:15][CH2:16][C:17]#[CH:18]. The yield is 0.820.